This data is from Forward reaction prediction with 1.9M reactions from USPTO patents (1976-2016). The task is: Predict the product of the given reaction. (1) Given the reactants [Cl:1][C:2]1[CH:3]=[C:4]([C@H:9]2[C@H:14]([C:15](O)=[O:16])[NH:13][C:12](=[O:18])[C:11]3[S:19][C:20]([N:22]4[CH2:27][CH2:26][O:25][CH2:24][CH2:23]4)=[CH:21][C:10]2=3)[CH:5]=[CH:6][C:7]=1[Cl:8].Cl.C[N:30](C)CCCN=C=NCC.O.ON1C2C=CC=CC=2N=N1.[OH-].[NH4+].O, predict the reaction product. The product is: [Cl:1][C:2]1[CH:3]=[C:4]([C@H:9]2[C@H:14]([C:15]([NH2:30])=[O:16])[NH:13][C:12](=[O:18])[C:11]3[S:19][C:20]([N:22]4[CH2:23][CH2:24][O:25][CH2:26][CH2:27]4)=[CH:21][C:10]2=3)[CH:5]=[CH:6][C:7]=1[Cl:8]. (2) Given the reactants [O:1]([C:8]1[S:9][C:10]([CH2:13][NH2:14])=[CH:11][CH:12]=1)[C:2]1[CH:7]=[CH:6][CH:5]=[CH:4][CH:3]=1.[NH2:15][C:16]1[N:24]=[C:23]([CH3:25])[CH:22]=[CH:21][C:17]=1[C:18](O)=[O:19].ON1C2C=CC=CC=2N=N1.CCN=C=NCCCN(C)C, predict the reaction product. The product is: [O:1]([C:8]1[S:9][C:10]([CH2:13][NH:14][C:18](=[O:19])[C:17]2[CH:21]=[CH:22][C:23]([CH3:25])=[N:24][C:16]=2[NH2:15])=[CH:11][CH:12]=1)[C:2]1[CH:3]=[CH:4][CH:5]=[CH:6][CH:7]=1. (3) Given the reactants CN(C=O)C.O.[CH:7]1([O:13][C:14]2[CH:15]=[C:16]([N:24]([CH2:32][CH:33]3[CH2:38][CH2:37][O:36][CH2:35][CH2:34]3)[C:25](=[O:31])[O:26][C:27]([CH3:30])([CH3:29])[CH3:28])[C:17]3[N:18]([C:20](I)=[CH:21][N:22]=3)[N:19]=2)[CH2:12][CH2:11][CH2:10][CH2:9][CH2:8]1.[CH:39]1([NH:42][C:43]([C:45]2[CH:50]=[CH:49][C:48](B3OC(C)(C)C(C)(C)O3)=[CH:47][CH:46]=2)=[O:44])[CH2:41][CH2:40]1.C(=O)([O-])[O-].[K+].[K+], predict the reaction product. The product is: [CH:7]1([O:13][C:14]2[CH:15]=[C:16]([N:24]([CH2:32][CH:33]3[CH2:38][CH2:37][O:36][CH2:35][CH2:34]3)[C:25](=[O:31])[O:26][C:27]([CH3:30])([CH3:29])[CH3:28])[C:17]3[N:18]([C:20]([C:48]4[CH:47]=[CH:46][C:45]([C:43](=[O:44])[NH:42][CH:39]5[CH2:41][CH2:40]5)=[CH:50][CH:49]=4)=[CH:21][N:22]=3)[N:19]=2)[CH2:12][CH2:11][CH2:10][CH2:9][CH2:8]1. (4) The product is: [CH3:9][C:8]1[C:7]([C:1]2[CH:6]=[CH:5][CH:4]=[CH:3][CH:2]=2)=[N:19][C:12]2[C:13](=[CH:14][CH:15]=[CH:16][CH:17]=2)[N:18]=1. Given the reactants [C:1]1([C:7](=O)[C:8](=O)[CH3:9])[CH:6]=[CH:5][CH:4]=[CH:3][CH:2]=1.[C:12]1([NH2:19])[CH:17]=[CH:16][CH:15]=[CH:14][C:13]=1[NH2:18], predict the reaction product. (5) Given the reactants Br[C:2]1[CH:3]=[C:4]([C:8]2[N:17]=[C:16]([C:18]([O:20][CH2:21][CH3:22])=[O:19])[C:15]3[C:10](=[CH:11][C:12]([O:23][CH3:24])=[CH:13][CH:14]=3)[N:9]=2)[CH:5]=[CH:6][CH:7]=1.[CH3:25][C:26]1[O:30][C:29]([C@@:31]([OH:35])([C:33]#[CH:34])[CH3:32])=[N:28][CH:27]=1, predict the reaction product. The product is: [OH:35][C@@:31]([C:29]1[O:30][C:26]([CH3:25])=[CH:27][N:28]=1)([CH3:32])[C:33]#[C:34][C:2]1[CH:3]=[C:4]([C:8]2[N:17]=[C:16]([C:18]([O:20][CH2:21][CH3:22])=[O:19])[C:15]3[C:10](=[CH:11][C:12]([O:23][CH3:24])=[CH:13][CH:14]=3)[N:9]=2)[CH:5]=[CH:6][CH:7]=1. (6) Given the reactants [Cl:1][C:2]1[CH:7]=[CH:6][C:5]([C@H:8]2[C@H:13]([OH:14])[C@@H:12]([OH:15])[C@H:11]([OH:16])[C@@H:10]([CH2:17][OH:18])[O:9]2)=[CH:4][C:3]=1[CH2:19][C:20]1[S:21][C:22]([C:25]2[O:26][CH:27]=[CH:28][CH:29]=2)=[CH:23][N:24]=1.[NH:30]([C:39]([O:41][C:42]([CH3:45])([CH3:44])[CH3:43])=[O:40])[C@H:31]([C:36](O)=[O:37])[C@H:32]([CH2:34][CH3:35])[CH3:33].CCN=C=NCCCN(C)C.Cl, predict the reaction product. The product is: [C:42]([O:41][C:39]([NH:30][C@@H:31]([C@@H:32]([CH3:33])[CH2:34][CH3:35])[C:36]([O:18][CH2:17][C@@H:10]1[C@@H:11]([OH:16])[C@H:12]([OH:15])[C@@H:13]([OH:14])[C@H:8]([C:5]2[CH:6]=[CH:7][C:2]([Cl:1])=[C:3]([CH2:19][C:20]3[S:21][C:22]([C:25]4[O:26][CH:27]=[CH:28][CH:29]=4)=[CH:23][N:24]=3)[CH:4]=2)[O:9]1)=[O:37])=[O:40])([CH3:45])([CH3:44])[CH3:43].